Dataset: Hepatocyte clearance measurements from AstraZeneca. Task: Regression/Classification. Given a drug SMILES string, predict its absorption, distribution, metabolism, or excretion properties. Task type varies by dataset: regression for continuous measurements (e.g., permeability, clearance, half-life) or binary classification for categorical outcomes (e.g., BBB penetration, CYP inhibition). For this dataset (clearance_hepatocyte_az), we predict log10(clearance) (log10 of the in vitro intrinsic clearance, CLint, in uL/min per 10^6 hepatocytes; values are censored to the assay range of 3 to 150, which is 0.477 to 2.18 on this log10 scale). (1) The drug is C[C@@H]1Cc2c([nH]c3cc(Cl)c(F)cc23)[C@]2(N1)C(=O)Nc1ccc(Cl)cc12. The log10(clearance) is 0.860. (2) The drug is COc1cc2ncnc(Nc3ccc(F)c(Cl)c3)c2cc1NC(=O)/C=C/CN1CCCCC1. The log10(clearance) is 0.480.